This data is from Catalyst prediction with 721,799 reactions and 888 catalyst types from USPTO. The task is: Predict which catalyst facilitates the given reaction. (1) Reactant: [C:1]([O:7][CH2:8][N:9]1[CH:13]=[C:12]([CH2:14][CH2:15][CH2:16][C:17](=[O:25])[NH:18][CH:19]2[CH2:24][CH2:23][NH:22][CH2:21][CH2:20]2)[N:11]=[N:10]1)(=[O:6])[C:2]([CH3:5])([CH3:4])[CH3:3].[C:26](Cl)(=[O:38])[O:27][CH2:28][C:29]1[CH:34]=[C:33]([C:35]#[N:36])[CH:32]=[C:31]([Cl:37])[CH:30]=1.C(=O)(O)[O-].[Na+]. Product: [C:1]([O:7][CH2:8][N:9]1[CH:13]=[C:12]([CH2:14][CH2:15][CH2:16][C:17]([NH:18][CH:19]2[CH2:20][CH2:21][N:22]([C:26]([O:27][CH2:28][C:29]3[CH:34]=[C:33]([C:35]#[N:36])[CH:32]=[C:31]([Cl:37])[CH:30]=3)=[O:38])[CH2:23][CH2:24]2)=[O:25])[N:11]=[N:10]1)(=[O:6])[C:2]([CH3:5])([CH3:4])[CH3:3]. The catalyst class is: 2. (2) Product: [NH2:1][C:2]1[C:10]([O:11][CH3:12])=[CH:9][C:8]([Br:13])=[CH:7][C:3]=1[CH2:4][OH:5]. The catalyst class is: 1. Reactant: [NH2:1][C:2]1[C:10]([O:11][CH3:12])=[CH:9][C:8]([Br:13])=[CH:7][C:3]=1[C:4](O)=[O:5].CCO.O. (3) Reactant: C(O)(=[O:3])C.Cl[C:6]1[N:11]=[CH:10][N:9]=[C:8]([N:12]2[CH2:17][CH:16]=[C:15]([C:18]3[CH:23]=[CH:22][C:21]([F:24])=[CH:20][CH:19]=3)[C@@H:14]([OH:25])[CH2:13]2)[N:7]=1.C([O-])(=O)C.[Na+]. Product: [F:24][C:21]1[CH:22]=[CH:23][C:18]([C:15]2[C@H:14]([OH:25])[CH2:13][N:12]([C:8]3[N:9]=[CH:10][NH:11][C:6](=[O:3])[N:7]=3)[CH2:17][CH:16]=2)=[CH:19][CH:20]=1. The catalyst class is: 6. (4) Reactant: C(P1(=O)OP(CCC)(=O)OP(CCC)(=O)O1)CC.CN(C=O)C.[C:24]([O:28][C:29]([N:31]1[CH2:36][CH2:35][CH:34]([C:37]([OH:39])=O)[CH2:33][CH:32]1[CH3:40])=[O:30])([CH3:27])([CH3:26])[CH3:25].[C:41]([NH:44][NH2:45])(=[O:43])[CH3:42].C(N(CC)CC)C. Product: [C:41]([NH:44][NH:45][C:37]([CH:34]1[CH2:35][CH2:36][N:31]([C:29]([O:28][C:24]([CH3:25])([CH3:26])[CH3:27])=[O:30])[CH:32]([CH3:40])[CH2:33]1)=[O:39])(=[O:43])[CH3:42]. The catalyst class is: 2. (5) Reactant: [C:1]([NH:4][C:5]1[S:6][C:7]([C:11]2[N:12]=[C:13]([C:16](Cl)=[O:17])[S:14][CH:15]=2)=[C:8]([CH3:10])[N:9]=1)(=[O:3])[CH3:2].[OH:19][CH:20]1[CH2:25][CH2:24][NH:23][CH2:22][CH2:21]1.C(N(CC)CC)C. Product: [OH:19][CH:20]1[CH2:25][CH2:24][N:23]([C:16]([C:13]2[S:14][CH:15]=[C:11]([C:7]3[S:6][C:5]([NH:4][C:1](=[O:3])[CH3:2])=[N:9][C:8]=3[CH3:10])[N:12]=2)=[O:17])[CH2:22][CH2:21]1. The catalyst class is: 76. (6) Reactant: C(N(CC)CC)C.[CH:8]1[C:17]2[C:12](=[CH:13][CH:14]=[CH:15][CH:16]=2)[CH:11]=[CH:10][C:9]=1[C:18](Cl)=[O:19].Cl.Cl.[NH2:23][C:24]1[CH:56]=[CH:55][C:27]([O:28][C:29]2[CH:30]=[CH:31][C:32]3[N:36]=[C:35]([CH2:37][O:38][C:39]4[CH:52]=[CH:51][C:42]([CH2:43][CH:44]5[S:48][C:47](=[O:49])[NH:46][C:45]5=[O:50])=[CH:41][CH:40]=4)[N:34]([CH3:53])[C:33]=3[CH:54]=2)=[CH:26][CH:25]=1. Product: [O:49]=[C:47]1[NH:46][C:45](=[O:50])[CH:44]([CH2:43][C:42]2[CH:41]=[CH:40][C:39]([O:38][CH2:37][C:35]3[N:34]([CH3:53])[C:33]4[CH:54]=[C:29]([O:28][C:27]5[CH:55]=[CH:56][C:24]([NH:23][C:18]([C:9]6[CH:10]=[CH:11][C:12]7[C:17](=[CH:16][CH:15]=[CH:14][CH:13]=7)[CH:8]=6)=[O:19])=[CH:25][CH:26]=5)[CH:30]=[CH:31][C:32]=4[N:36]=3)=[CH:52][CH:51]=2)[S:48]1. The catalyst class is: 9. (7) Reactant: [F:1][C:2]1[CH:7]=[CH:6][C:5]([S:8](Cl)(=[O:10])=[O:9])=[CH:4][CH:3]=1.C(N(CC)CC)C.[Cl:19][C:20]1[CH:25]=[CH:24][C:23]([CH:26]([C:32]2[CH:37]=[CH:36][C:35]([Cl:38])=[CH:34][CH:33]=2)[N:27]2[CH2:30][CH:29]([NH2:31])[CH2:28]2)=[CH:22][CH:21]=1. Product: [Cl:19][C:20]1[CH:25]=[CH:24][C:23]([CH:26]([C:32]2[CH:37]=[CH:36][C:35]([Cl:38])=[CH:34][CH:33]=2)[N:27]2[CH2:28][CH:29]([NH:31][S:8]([C:5]3[CH:6]=[CH:7][C:2]([F:1])=[CH:3][CH:4]=3)(=[O:10])=[O:9])[CH2:30]2)=[CH:22][CH:21]=1. The catalyst class is: 4. (8) Reactant: C1(C)C=CC(S(O)(=O)=O)=CC=1.[F:12][C:13]1[CH:18]=[CH:17][C:16]([CH:19]([O:41]C2CCCCO2)[C:20]2[CH:40]=[CH:39][C:23]([CH2:24][O:25][C:26]3[CH:31]=[CH:30][C:29]([C:32](=[O:34])[CH3:33])=[C:28]([OH:35])[C:27]=3[CH2:36][CH2:37][CH3:38])=[CH:22][CH:21]=2)=[CH:15][C:14]=1[C:48]1[N:49]=[N:50][NH:51][N:52]=1. Product: [F:12][C:13]1[CH:18]=[CH:17][C:16]([CH:19]([OH:41])[C:20]2[CH:40]=[CH:39][C:23]([CH2:24][O:25][C:26]3[CH:31]=[CH:30][C:29]([C:32](=[O:34])[CH3:33])=[C:28]([OH:35])[C:27]=3[CH2:36][CH2:37][CH3:38])=[CH:22][CH:21]=2)=[CH:15][C:14]=1[C:48]1[N:49]=[N:50][NH:51][N:52]=1. The catalyst class is: 5.